Dataset: Forward reaction prediction with 1.9M reactions from USPTO patents (1976-2016). Task: Predict the product of the given reaction. (1) Given the reactants Br[C:2]1[N:3]=[C:4]2[C:10]([NH2:11])=[N:9][NH:8][C:5]2=[N:6][CH:7]=1.[F:12][C:13]1[CH:14]=[C:15]([C@@H:20]([NH:22][C:23]([C:25]2[C:30]([NH:31][CH2:32][C:33]3[CH:38]=[CH:37][C:36](B4OC(C)(C)C(C)(C)O4)=[CH:35][CH:34]=3)=[N:29][CH:28]=[C:27]([C:48]#[N:49])[N:26]=2)=[O:24])[CH3:21])[CH:16]=[CH:17][C:18]=1[F:19].O.P([O-])([O-])([O-])=O.[K+].[K+].[K+].O, predict the reaction product. The product is: [F:12][C:13]1[CH:14]=[C:15]([C@@H:20]([NH:22][C:23]([C:25]2[C:30]([NH:31][CH2:32][C:33]3[CH:34]=[CH:35][C:36]([C:2]4[N:3]=[C:4]5[C:10]([NH2:11])=[N:9][NH:8][C:5]5=[N:6][CH:7]=4)=[CH:37][CH:38]=3)=[N:29][CH:28]=[C:27]([C:48]#[N:49])[N:26]=2)=[O:24])[CH3:21])[CH:16]=[CH:17][C:18]=1[F:19]. (2) Given the reactants C(O)(=O)C.[F:5][C:6]([F:26])([F:25])[O:7][C:8]1[CH:13]=[CH:12][C:11]([N:14]2[CH2:18][CH2:17][C:16]3([CH2:23][CH2:22][NH:21][CH2:20][CH2:19]3)[C:15]2=[O:24])=[CH:10][CH:9]=1.[CH3:27][N:28]1[CH:32]=[C:31]([S:33](Cl)(=[O:35])=[O:34])[N:30]=[CH:29]1, predict the reaction product. The product is: [CH3:27][N:28]1[CH:32]=[C:31]([S:33]([N:21]2[CH2:20][CH2:19][C:16]3([C:15](=[O:24])[N:14]([C:11]4[CH:12]=[CH:13][C:8]([O:7][C:6]([F:5])([F:25])[F:26])=[CH:9][CH:10]=4)[CH2:18][CH2:17]3)[CH2:23][CH2:22]2)(=[O:35])=[O:34])[N:30]=[CH:29]1.